The task is: Predict which catalyst facilitates the given reaction.. This data is from Catalyst prediction with 721,799 reactions and 888 catalyst types from USPTO. Reactant: [Cl:1][C:2]1[CH:7]=[CH:6][C:5]([CH2:8][N:9]2[CH:13]=[CH:12][C:11]([N:14]3C(=O)C4C(=CC=CC=4)C3=O)=[N:10]2)=[C:4]([C:25]([F:28])([F:27])[F:26])[CH:3]=1.O.NN. Product: [Cl:1][C:2]1[CH:7]=[CH:6][C:5]([CH2:8][N:9]2[CH:13]=[CH:12][C:11]([NH2:14])=[N:10]2)=[C:4]([C:25]([F:26])([F:28])[F:27])[CH:3]=1. The catalyst class is: 1.